From a dataset of Full USPTO retrosynthesis dataset with 1.9M reactions from patents (1976-2016). Predict the reactants needed to synthesize the given product. (1) Given the product [CH3:33][C:34]([CH3:43])([CH2:42][O:31][C:3]1[CH:4]=[CH:5][C:6]([C:8]2[CH:13]=[CH:12][C:11]([C:14]3[N:15]([CH2:23][O:24][CH2:25][CH2:26][Si:27]([CH3:30])([CH3:29])[CH3:28])[CH:16]=[C:17]([C:19]([F:20])([F:22])[F:21])[N:18]=3)=[CH:10][N:9]=2)=[CH:7][C:2]=1[CH3:1])[C:35]([O:37][C:38]([CH3:41])([CH3:40])[CH3:39])=[O:36], predict the reactants needed to synthesize it. The reactants are: [CH3:1][C:2]1[CH:7]=[C:6]([C:8]2[CH:13]=[CH:12][C:11]([C:14]3[N:15]([CH2:23][O:24][CH2:25][CH2:26][Si:27]([CH3:30])([CH3:29])[CH3:28])[CH:16]=[C:17]([C:19]([F:22])([F:21])[F:20])[N:18]=3)=[CH:10][N:9]=2)[CH:5]=[CH:4][C:3]=1[OH:31].O[CH2:33][C:34]([CH3:43])([CH3:42])[C:35]([O:37][C:38]([CH3:41])([CH3:40])[CH3:39])=[O:36]. (2) Given the product [CH2:19]([N:18]1[C:17](=[O:26])[C:16]2[C:11](=[N:12][C:13]([Cl:27])=[CH:14][N:15]=2)[N:10]=[C:9]1[CH:5]([NH:4][CH2:3][C:2]([NH:1][C:41](=[O:42])[C:40]1[CH:44]=[CH:45][C:46]([CH3:47])=[C:38]([F:37])[CH:39]=1)([CH3:29])[CH3:28])[CH:6]([CH3:8])[CH3:7])[C:20]1[CH:25]=[CH:24][CH:23]=[CH:22][CH:21]=1, predict the reactants needed to synthesize it. The reactants are: [NH2:1][C:2]([CH3:29])([CH3:28])[CH2:3][NH:4][CH:5]([C:9]1[N:18]([CH2:19][C:20]2[CH:25]=[CH:24][CH:23]=[CH:22][CH:21]=2)[C:17](=[O:26])[C:16]2[C:11](=[N:12][C:13]([Cl:27])=[CH:14][N:15]=2)[N:10]=1)[CH:6]([CH3:8])[CH3:7].C(N(CC)CC)C.[F:37][C:38]1[CH:39]=[C:40]([CH:44]=[CH:45][C:46]=1[CH3:47])[C:41](Cl)=[O:42]. (3) Given the product [C:8]1([C:2]([C:3]([OH:5])=[O:4])([F:14])[F:1])[CH:9]=[CH:10][CH:11]=[CH:12][CH:13]=1, predict the reactants needed to synthesize it. The reactants are: [F:1][C:2]([F:14])([C:8]1[CH:13]=[CH:12][CH:11]=[CH:10][CH:9]=1)[C:3]([O:5]CC)=[O:4].[OH-].[Na+].Cl. (4) Given the product [Cl:26][C:23]1[CH:22]=[CH:21][C:20]([CH2:19][N:15]2[C:12]3[C:13](=[O:14])[N:8]([CH2:7][CH2:6][CH2:5][OH:4])[C:9](=[O:28])[N:10]([CH3:27])[C:11]=3[C:17]([CH3:18])=[CH:16]2)=[CH:25][CH:24]=1, predict the reactants needed to synthesize it. The reactants are: C([O:4][CH2:5][CH2:6][CH2:7][N:8]1[C:13](=[O:14])[C:12]2[N:15]([CH2:19][C:20]3[CH:25]=[CH:24][C:23]([Cl:26])=[CH:22][CH:21]=3)[CH:16]=[C:17]([CH3:18])[C:11]=2[N:10]([CH3:27])[C:9]1=[O:28])(=O)C.O[Li].O. (5) The reactants are: [N:1]1[NH:2][N:3]=[N:4][C:5]=1[C:6]1[CH:7]=[C:8]2[N:14]=[CH:13][N:12]([CH2:15][C:16]3[CH:32]=[CH:31][C:19]4[N:20]=[C:21]([NH:23][C@@H:24]5[CH2:29][CH2:28][CH2:27][CH2:26][C@H:25]5[OH:30])[S:22][C:18]=4[CH:17]=3)[C:9]2=[N:10][CH:11]=1.[C:33]([O-])([O-])=O.[Cs+].[Cs+]. Given the product [CH3:33][N:3]1[N:2]=[N:1][C:5]([C:6]2[CH:7]=[C:8]3[N:14]=[CH:13][N:12]([CH2:15][C:16]4[CH:32]=[CH:31][C:19]5[N:20]=[C:21]([NH:23][C@@H:24]6[CH2:29][CH2:28][CH2:27][CH2:26][C@H:25]6[OH:30])[S:22][C:18]=5[CH:17]=4)[C:9]3=[N:10][CH:11]=2)=[N:4]1, predict the reactants needed to synthesize it. (6) Given the product [CH3:43][N:44]1[CH:48]=[CH:47][C:46]([C:8]2[C:17]([O:18][CH:19]3[CH2:20][CH2:21][NH:22][CH2:23][CH2:24]3)=[C:16]3[C:11]([CH:12]=[N:13][C:14]([NH:32][C:33]4[CH:34]=[CH:35][C:36]([S:39]([NH2:40])(=[O:41])=[O:42])=[CH:37][CH:38]=4)=[N:15]3)=[CH:10][CH:9]=2)=[CH:45]1, predict the reactants needed to synthesize it. The reactants are: C([O-])([O-])=O.[K+].[K+].Br[C:8]1[C:17]([O:18][CH:19]2[CH2:24][CH2:23][N:22](C(OC(C)(C)C)=O)[CH2:21][CH2:20]2)=[C:16]2[C:11]([CH:12]=[N:13][C:14]([NH:32][C:33]3[CH:38]=[CH:37][C:36]([S:39](=[O:42])(=[O:41])[NH2:40])=[CH:35][CH:34]=3)=[N:15]2)=[CH:10][CH:9]=1.[CH3:43][N:44]1[CH:48]=[CH:47][C:46](B2OC(C)(C)C(C)(C)O2)=[CH:45]1.